From a dataset of Catalyst prediction with 721,799 reactions and 888 catalyst types from USPTO. Predict which catalyst facilitates the given reaction. (1) Reactant: O=C1C2C(=CC=CC=2)[C:4](=[O:11])[N:3]1[CH2:12][C:13]1[CH:20]=[C:19]([CH3:21])[C:16]([C:17]#[N:18])=[C:15]([O:22][CH3:23])[N:14]=1.O.NN.[CH3:27][C:28]([O:31]C(OC([O:31][C:28]([CH3:30])([CH3:29])[CH3:27])=O)=O)([CH3:30])[CH3:29]. Product: [C:17]([C:16]1[C:19]([CH3:21])=[CH:20][C:13]([CH2:12][NH:3][C:4](=[O:11])[O:31][C:28]([CH3:30])([CH3:29])[CH3:27])=[N:14][C:15]=1[O:22][CH3:23])#[N:18]. The catalyst class is: 8. (2) Reactant: [F:1][C:2]1[CH:3]=[C:4]([N:9]2[CH:14]=[C:13]([O:15][CH3:16])[C:12]([C:17]3[C:26]4[C:21](=[CH:22][C:23]([S:27](OC5C(F)=C(F)C(F)=C(F)C=5F)(=[O:29])=[O:28])=[CH:24][CH:25]=4)[CH:20]=[CH:19][N:18]=3)=[CH:11][C:10]2=[O:42])[CH:5]=[C:6]([F:8])[CH:7]=1.[CH2:43]1[CH2:47][O:46][CH2:45][CH2:44]1.[O:48]1[CH:52]=[CH:51][C:50]([NH2:53])=[N:49]1.C[Si]([N-][Si](C)(C)C)(C)C.[Li+]. Product: [F:8][C:6]1[CH:5]=[C:4]([N:9]2[CH:14]=[C:13]([O:15][CH3:16])[C:12]([C:17]3[C:26]4[C:21](=[CH:22][C:23]([S:27]([N:53]([C:50]5[CH:51]=[CH:52][O:48][N:49]=5)[CH2:6][C:7]5[CH:44]=[CH:43][C:47]([O:46][CH3:45])=[CH:3][CH:2]=5)(=[O:28])=[O:29])=[CH:24][CH:25]=4)[CH:20]=[CH:19][N:18]=3)=[CH:11][C:10]2=[O:42])[CH:3]=[C:2]([F:1])[CH:7]=1. The catalyst class is: 25. (3) The catalyst class is: 2. Product: [Br:1][C:2]1[CH:3]=[CH:4][C:5]2[N:9]=[CH:8][N:7]([CH:10]3[CH2:14][CH2:13][NH:12][CH2:11]3)[C:6]=2[CH:22]=1. Reactant: [Br:1][C:2]1[CH:3]=[CH:4][C:5]2[N:9]=[CH:8][N:7]([CH:10]3[CH2:14][CH2:13][N:12](C(OC(C)(C)C)=O)[CH2:11]3)[C:6]=2[CH:22]=1.C(O)(C(F)(F)F)=O. (4) Reactant: [F:1][C:2]1[CH:7]=[CH:6][C:5]([NH:8][C:9]([C:11](=[C:17]([CH3:19])[CH3:18])[C:12]([O:14][CH2:15][CH3:16])=[O:13])=[O:10])=[CH:4][CH:3]=1.[CH3:20]OC(OC)N(C)C.[NH4+].[Cl-]. Product: [F:1][C:2]1[CH:3]=[CH:4][C:5]([N:8]2[CH:20]=[CH:19][C:17]([CH3:18])=[C:11]([C:12]([O:14][CH2:15][CH3:16])=[O:13])[C:9]2=[O:10])=[CH:6][CH:7]=1. The catalyst class is: 25. (5) Reactant: [CH2:1]([O:8][C:9]1[CH:16]=[CH:15][C:12]([CH:13]=O)=[CH:11][CH:10]=1)[C:2]1[CH:7]=[CH:6][CH:5]=[CH:4][CH:3]=1.[NH2:17][C:18]1[N:23]=[C:22]([CH:24]([C:30]([O:32][CH2:33][CH3:34])=[O:31])[C:25]([O:27][CH2:28][CH3:29])=[O:26])[CH:21]=[CH:20][C:19]=1[N+:35]([O-])=O.S(S([O-])=O)([O-])=O.[Na+].[Na+].[NH4+].[OH-]. Product: [CH2:1]([O:8][C:9]1[CH:16]=[CH:15][C:12]([C:13]2[NH:17][C:18]3=[N:23][C:22]([CH:24]([C:30]([O:32][CH2:33][CH3:34])=[O:31])[C:25]([O:27][CH2:28][CH3:29])=[O:26])=[CH:21][CH:20]=[C:19]3[N:35]=2)=[CH:11][CH:10]=1)[C:2]1[CH:7]=[CH:6][CH:5]=[CH:4][CH:3]=1. The catalyst class is: 14. (6) Reactant: [Br:1][C:2]1[CH:3]=[C:4]([CH:8]=[CH:9][CH:10]=1)[C:5]([OH:7])=O.[NH:11]1[CH2:16][CH2:15][O:14][CH2:13][CH2:12]1.CCN=C=NCCCN(C)C.C1C=CC2N(O)N=NC=2C=1. Product: [Br:1][C:2]1[CH:3]=[C:4]([C:5]([N:11]2[CH2:16][CH2:15][O:14][CH2:13][CH2:12]2)=[O:7])[CH:8]=[CH:9][CH:10]=1. The catalyst class is: 34.